From a dataset of Reaction yield outcomes from USPTO patents with 853,638 reactions. Predict the reaction yield, written as a fraction of the theoretical maximum amount of product (1.0 means a 100% yield; for example, 0.34 means a 34% yield). (1) The reactants are C([O:9][C:10]1[CH:15]=[CH:14][CH:13]=[C:12]([O:16][CH2:17][CH:18]2[CH2:20][O:19]2)[CH:11]=1)(=O)C1C=CC=CC=1.[C:21]1([C:27]2[C:35]3[C:34]([N:36]4[CH2:41][CH2:40][CH:39]([NH2:42])[CH2:38][CH2:37]4)=[N:33][CH:32]=[N:31][C:30]=3[S:29][CH:28]=2)[CH:26]=[CH:25][CH:24]=[CH:23][CH:22]=1. The catalyst is CC(O)C.CS(C)=O. The product is [OH:19][CH:18]([CH2:20][NH:42][CH:39]1[CH2:40][CH2:41][N:36]([C:34]2[C:35]3[C:27]([C:21]4[CH:26]=[CH:25][CH:24]=[CH:23][CH:22]=4)=[CH:28][S:29][C:30]=3[N:31]=[CH:32][N:33]=2)[CH2:37][CH2:38]1)[CH2:17][O:16][C:12]1[CH:11]=[C:10]([OH:9])[CH:15]=[CH:14][CH:13]=1. The yield is 0.200. (2) The reactants are [CH3:1][C:2]12[CH2:12][CH:6]3[CH2:7][C:8]([CH3:11])([CH2:10][C:4]([C:13](O)=O)([CH2:5]3)[CH2:3]1)[CH2:9]2.CS(Cl)(=O)=O.[NH3:21].Cl. The catalyst is N1C=CC=CC=1. The product is [CH3:1][C:2]12[CH2:12][CH:6]3[CH2:7][C:8]([CH3:11])([CH2:10][C:4]([C:13]#[N:21])([CH2:5]3)[CH2:3]1)[CH2:9]2. The yield is 0.860. (3) The reactants are [F:1][C:2]1[CH:3]=[C:4]2[C:9](=[CH:10][C:11]=1F)[NH:8][C:7](=[O:13])[CH:6]=[C:5]2[CH2:14][OH:15].[CH3:16][N:17]1[CH2:22][CH2:21][NH:20][CH2:19][CH2:18]1.CS(C)=O. The catalyst is O. The product is [F:1][C:2]1[CH:3]=[C:4]2[C:9](=[CH:10][C:11]=1[N:20]1[CH2:21][CH2:22][N:17]([CH3:16])[CH2:18][CH2:19]1)[NH:8][C:7](=[O:13])[CH:6]=[C:5]2[CH2:14][OH:15]. The yield is 0.753. (4) The reactants are [CH:1]1[CH:6]=[CH:5][C:4]([CH2:7][O:8][C:9]([NH:11][C@@H:12]([C:19]([OH:21])=[O:20])[C:13]2[CH:18]=[CH:17][CH:16]=[CH:15][CH:14]=2)=[O:10])=[CH:3][CH:2]=1.[C:22]([N:29]1[CH2:34][CH2:33][CH:32]([CH:35]2[CH2:40][CH2:39][N:38]([C:41]([NH2:43])=[O:42])[CH2:37][CH2:36]2)[CH2:31][CH2:30]1)(OC(C)(C)C)=O.C([BH3-])#N.[Na+].N. The catalyst is C(#N)C.C=O. The product is [CH:1]1[CH:6]=[CH:5][C:4]([CH2:7][O:8][C:9]([NH:11][C@@H:12]([C:19]([OH:21])=[O:20])[C:13]2[CH:18]=[CH:17][CH:16]=[CH:15][CH:14]=2)=[O:10])=[CH:3][CH:2]=1.[CH3:22][N:29]1[CH2:30][CH2:31][CH:32]([CH:35]2[CH2:40][CH2:39][N:38]([C:41]([NH2:43])=[O:42])[CH2:37][CH2:36]2)[CH2:33][CH2:34]1. The yield is 0.970. (5) The reactants are [CH3:1][C:2]1[CH:7]=[C:6]([CH3:8])[CH:5]=[CH:4][C:3]=1[N:9]1[CH2:14][CH2:13][N:12]([CH2:15][CH2:16][NH2:17])[CH2:11][CH2:10]1.[CH3:18][C:19]1[N:23]([C:24]2[CH:29]=[CH:28][CH:27]=[CH:26][CH:25]=2)[N:22]=[C:21]([CH:30]=O)[CH:20]=1. No catalyst specified. The product is [CH3:1][C:2]1[CH:7]=[C:6]([CH3:8])[CH:5]=[CH:4][C:3]=1[N:9]1[CH2:14][CH2:13][N:12]([CH2:15][CH2:16][NH:17][CH2:30][C:21]2[CH:20]=[C:19]([CH3:18])[N:23]([C:24]3[CH:29]=[CH:28][CH:27]=[CH:26][CH:25]=3)[N:22]=2)[CH2:11][CH2:10]1. The yield is 0.393.